Dataset: Full USPTO retrosynthesis dataset with 1.9M reactions from patents (1976-2016). Task: Predict the reactants needed to synthesize the given product. Given the product [C:1]([O:5][C:6]([N:8]1[CH2:12][C@@H:11]([CH2:13][N:14]([CH:31]([CH3:32])[CH3:33])[C:15](=[O:30])[C:16]2[CH:21]=[CH:20][C:19]([O:22][CH3:23])=[C:18]([O:24][CH2:25][CH2:26][CH2:27][O:28][CH3:29])[CH:17]=2)[C@H:10]([NH:34][CH:35]2[CH2:40][CH2:39][CH2:38][CH2:37][CH2:36]2)[CH2:9]1)=[O:7])([CH3:3])([CH3:4])[CH3:2], predict the reactants needed to synthesize it. The reactants are: [C:1]([O:5][C:6]([N:8]1[CH2:12][C@@H:11]([CH2:13][N:14]([CH:31]([CH3:33])[CH3:32])[C:15](=[O:30])[C:16]2[CH:21]=[CH:20][C:19]([O:22][CH3:23])=[C:18]([O:24][CH2:25][CH2:26][CH2:27][O:28][CH3:29])[CH:17]=2)[C@H:10]([NH2:34])[CH2:9]1)=[O:7])([CH3:4])([CH3:3])[CH3:2].[C:35]1(=O)[CH2:40][CH2:39][CH2:38][CH2:37][CH2:36]1.[BH-](OC(C)=O)(OC(C)=O)OC(C)=O.[Na+].